From a dataset of Catalyst prediction with 721,799 reactions and 888 catalyst types from USPTO. Predict which catalyst facilitates the given reaction. (1) Reactant: [N+:1]([C:4]1[CH:9]=[CH:8][CH:7]=[CH:6][C:5]=1[C:10]1[N:11]=[C:12]2[N:16]([CH:17]=1)[C:15]([CH2:18]O)=[CH:14][S:13]2)([O-:3])=[O:2].[CH2:20]([N:22](CC)[CH2:23][CH3:24])[CH3:21].CS(Cl)(=O)=O.N1CCCC1. Product: [N+:1]([C:4]1[CH:9]=[CH:8][CH:7]=[CH:6][C:5]=1[C:10]1[N:11]=[C:12]2[N:16]([CH:17]=1)[C:15]([CH2:18][N:22]1[CH2:23][CH2:24][CH2:21][CH2:20]1)=[CH:14][S:13]2)([O-:3])=[O:2]. The catalyst class is: 2. (2) Reactant: [CH3:1][O:2][C:3](=[O:28])[C:4]([C:6]1[C:11]([CH3:12])=[CH:10][N:9]2[N:13]=[C:14]([C:16]([O:18][CH3:19])=[O:17])[CH:15]=[C:8]2[C:7]=1OS(C(F)(F)F)(=O)=O)=[O:5].CCN(C(C)C)C(C)C.[CH2:38]([O:41][C:42]1([CH3:48])[CH2:47][CH2:46][NH:45][CH2:44][CH2:43]1)[CH:39]=[CH2:40]. Product: [CH2:38]([O:41][C:42]1([CH3:48])[CH2:43][CH2:44][N:45]([C:7]2[C:8]3[N:9]([N:13]=[C:14]([C:16]([O:18][CH3:19])=[O:17])[CH:15]=3)[CH:10]=[C:11]([CH3:12])[C:6]=2[C:4](=[O:5])[C:3]([O:2][CH3:1])=[O:28])[CH2:46][CH2:47]1)[CH:39]=[CH2:40]. The catalyst class is: 2.